This data is from TCR-epitope binding with 47,182 pairs between 192 epitopes and 23,139 TCRs. The task is: Binary Classification. Given a T-cell receptor sequence (or CDR3 region) and an epitope sequence, predict whether binding occurs between them. (1) The epitope is LVLSVNPYV. The TCR CDR3 sequence is CASSLENSYEQYF. Result: 1 (the TCR binds to the epitope). (2) The epitope is EEHVQIHTI. The TCR CDR3 sequence is CASSSGTGSSNQPQHF. Result: 0 (the TCR does not bind to the epitope).